This data is from Forward reaction prediction with 1.9M reactions from USPTO patents (1976-2016). The task is: Predict the product of the given reaction. Given the reactants [Cl:1][C:2]1[CH:7]=[CH:6][C:5]([N:8]2[C:17](=[O:18])[C:16]3[C:11](=[C:12]([I:29])[C:13]([N:19]([CH2:23][CH2:24][CH:25]=[C:26](C)C)[C:20](=[O:22])[CH3:21])=[CH:14][CH:15]=3)[N:10]=[C:9]2[CH:30]([CH3:32])[CH3:31])=[CH:4][CH:3]=1.BrCCC=C, predict the reaction product. The product is: [CH2:23]([N:19]([C:13]1[C:12]([I:29])=[C:11]2[C:16]([C:17](=[O:18])[N:8]([C:5]3[CH:4]=[CH:3][C:2]([Cl:1])=[CH:7][CH:6]=3)[C:9]([CH:30]([CH3:32])[CH3:31])=[N:10]2)=[CH:15][CH:14]=1)[C:20](=[O:22])[CH3:21])[CH2:24][CH:25]=[CH2:26].